This data is from Reaction yield outcomes from USPTO patents with 853,638 reactions. The task is: Predict the reaction yield, written as a fraction of the theoretical maximum amount of product (1.0 means a 100% yield; for example, 0.34 means a 34% yield). The reactants are [H-].[Na+].[NH2:3][C:4]1[CH:9]=[CH:8][CH:7]=[CH:6][C:5]=1[S:10]([CH:13]([CH3:15])[CH3:14])(=[O:12])=[O:11].[Cl:16][C:17]1[N:22]=[C:21](Cl)[CH:20]=[CH:19][N:18]=1. The catalyst is CN(C=O)C. The product is [Cl:16][C:17]1[N:22]=[C:21]([NH:3][C:4]2[CH:9]=[CH:8][CH:7]=[CH:6][C:5]=2[S:10]([CH:13]([CH3:15])[CH3:14])(=[O:12])=[O:11])[CH:20]=[CH:19][N:18]=1. The yield is 0.170.